This data is from Forward reaction prediction with 1.9M reactions from USPTO patents (1976-2016). The task is: Predict the product of the given reaction. (1) Given the reactants [CH3:1][O:2][CH2:3][C@@H:4]1[CH2:8][CH2:7][CH2:6][NH:5]1.[Br:9][C:10]1[CH:11]=[N:12][CH:13]=[C:14]([CH2:16]Cl)[CH:15]=1.[H-].[Na+], predict the reaction product. The product is: [Br:9][C:10]1[CH:11]=[N:12][CH:13]=[C:14]([CH2:16][N:5]2[CH2:6][CH2:7][CH2:8][C@H:4]2[CH2:3][O:2][CH3:1])[CH:15]=1. (2) Given the reactants [N:1]1[CH:6]=[CH:5][C:4]([CH3:7])=[CH:3][CH:2]=1.[CH2:8]([Li])[CH2:9][CH2:10]C.N1C=CC(C[Li])=CC=1.BrCCC, predict the reaction product. The product is: [CH2:7]([C:4]1[CH:5]=[CH:6][N:1]=[CH:2][CH:3]=1)[CH2:8][CH2:9][CH3:10]. (3) The product is: [CH3:31][N:27]1[CH2:28][CH2:29][CH2:30][C@@H:25]([NH:24][C:13]([C:12]2[C:6]3[C:7](=[N:8][CH:9]=[C:4]([CH:1]4[CH2:2][CH2:3]4)[N:5]=3)[N:10]([CH2:16][O:17][CH2:18][CH2:19][Si:20]([CH3:21])([CH3:22])[CH3:23])[CH:11]=2)=[O:15])[C:26]1=[O:32]. Given the reactants [CH:1]1([C:4]2[N:5]=[C:6]3[C:12]([C:13]([OH:15])=O)=[CH:11][N:10]([CH2:16][O:17][CH2:18][CH2:19][Si:20]([CH3:23])([CH3:22])[CH3:21])[C:7]3=[N:8][CH:9]=2)[CH2:3][CH2:2]1.[NH2:24][C@@H:25]1[CH2:30][CH2:29][CH2:28][N:27]([CH3:31])[C:26]1=[O:32].C(N(CC)CC)C.C1CN([P+](ON2N=NC3C=CC=CC2=3)(N2CCCC2)N2CCCC2)CC1.F[P-](F)(F)(F)(F)F, predict the reaction product. (4) Given the reactants Cl[C:2]1[C:11]2[C:6](=[CH:7][CH:8]=[CH:9][CH:10]=2)[CH:5]=[C:4]([NH:12][C:13]2[CH:17]=[C:16]([CH3:18])[NH:15][N:14]=2)[N:3]=1.[CH2:19]([C:21]1[CH:22]=[C:23]([NH2:27])[CH:24]=[CH:25][CH:26]=1)[CH3:20], predict the reaction product. The product is: [CH2:19]([C:21]1[CH:22]=[C:23]([NH:27][C:2]2[C:11]3[C:6](=[CH:7][CH:8]=[CH:9][CH:10]=3)[CH:5]=[C:4]([NH:12][C:13]3[CH:17]=[C:16]([CH3:18])[NH:15][N:14]=3)[N:3]=2)[CH:24]=[CH:25][CH:26]=1)[CH3:20]. (5) Given the reactants [Br:1][C:2]1[CH:3]=[C:4]2[C:9](=[CH:10][CH:11]=1)[CH:8]=[C:7]([S:12]([N:15]1[CH2:20][CH2:19][NH:18][CH2:17][CH2:16]1)(=[O:14])=[O:13])[CH:6]=[CH:5]2.Cl[C:22]1[CH:23]=[CH:24][C:25]2[N:26]([C:28]([C:31]([F:34])([F:33])[F:32])=[N:29][N:30]=2)[N:27]=1, predict the reaction product. The product is: [Br:1][C:2]1[CH:3]=[C:4]2[C:9](=[CH:10][CH:11]=1)[CH:8]=[C:7]([S:12]([N:15]1[CH2:16][CH2:17][N:18]([C:22]3[CH:23]=[CH:24][C:25]4[N:26]([C:28]([C:31]([F:32])([F:34])[F:33])=[N:29][N:30]=4)[N:27]=3)[CH2:19][CH2:20]1)(=[O:13])=[O:14])[CH:6]=[CH:5]2. (6) Given the reactants [N:1]1[CH:6]=[CH:5][CH:4]=[C:3]2[CH2:7][CH2:8][CH2:9][CH2:10][CH:11]([OH:12])[C:2]=12.CS(C)=O.C(Cl)(=O)C(Cl)=O.C(N(CC)CC)C, predict the reaction product. The product is: [N:1]1[CH:6]=[CH:5][CH:4]=[C:3]2[CH2:7][CH2:8][CH2:9][CH2:10][C:11](=[O:12])[C:2]=12. (7) Given the reactants [Cl:1][C:2]1[CH:3]=[C:4]([C:9]2([CH:15]([NH2:17])[CH3:16])[CH2:14][CH2:13][CH2:12][CH2:11][CH2:10]2)[CH:5]=[CH:6][C:7]=1[Cl:8].[CH2:18]([O:20]C=O)C, predict the reaction product. The product is: [Cl:1][C:2]1[CH:3]=[C:4]([C:9]2([CH:15]([NH:17][CH:18]=[O:20])[CH3:16])[CH2:14][CH2:13][CH2:12][CH2:11][CH2:10]2)[CH:5]=[CH:6][C:7]=1[Cl:8].